From a dataset of Forward reaction prediction with 1.9M reactions from USPTO patents (1976-2016). Predict the product of the given reaction. Given the reactants [OH:1][CH2:2][CH2:3][CH2:4][N:5]1[C:9](=[O:10])[C:8]2=[CH:11][CH:12]=[CH:13][CH:14]=[C:7]2[C:6]1=[O:15].N1C=CN=C1.[Si:21](Cl)([C:24]([CH3:27])([CH3:26])[CH3:25])([CH3:23])[CH3:22], predict the reaction product. The product is: [Si:21]([O:1][CH2:2][CH2:3][CH2:4][N:5]1[C:9](=[O:10])[C:8]2[C:7](=[CH:14][CH:13]=[CH:12][CH:11]=2)[C:6]1=[O:15])([C:24]([CH3:27])([CH3:26])[CH3:25])([CH3:23])[CH3:22].